This data is from Peptide-MHC class I binding affinity with 185,985 pairs from IEDB/IMGT. The task is: Regression. Given a peptide amino acid sequence and an MHC pseudo amino acid sequence, predict their binding affinity value. This is MHC class I binding data. (1) The peptide sequence is KAHGVDPNI. The MHC is Patr-B0101 with pseudo-sequence Patr-B0101. The binding affinity (normalized) is 0.469. (2) The peptide sequence is LMYKGLPWNV. The binding affinity (normalized) is 0.666. The MHC is HLA-A02:06 with pseudo-sequence HLA-A02:06.